Task: Predict the product of the given reaction.. Dataset: Forward reaction prediction with 1.9M reactions from USPTO patents (1976-2016) (1) The product is: [Cl:1][C:2]1[CH:3]=[C:4]([NH:9][C:10]2[C:19]3[C:14](=[CH:15][C:16]([O:21][CH3:22])=[C:17]([O:20][CH2:30][CH2:31][CH2:32][N:33]4[CH2:37][CH:36]5[CH2:38][O:39][CH2:40][CH:35]5[CH2:34]4)[CH:18]=3)[N:13]=[CH:12][N:11]=2)[CH:5]=[CH:6][C:7]=1[F:8]. Given the reactants [Cl:1][C:2]1[CH:3]=[C:4]([NH:9][C:10]2[C:19]3[C:14](=[CH:15][C:16]([O:21][CH3:22])=[C:17]([OH:20])[CH:18]=3)[N:13]=[CH:12][N:11]=2)[CH:5]=[CH:6][C:7]=1[F:8].C([O-])([O-])=O.[K+].[K+].Cl[CH2:30][CH2:31][CH2:32][N:33]1[CH2:37][CH:36]2[CH2:38][O:39][CH2:40][CH:35]2[CH2:34]1.C(Cl)Cl, predict the reaction product. (2) Given the reactants [Mg].[F:2][C:3]([F:12])([F:11])[C:4]1[CH:9]=[CH:8][C:7](Br)=[CH:6][CH:5]=1.C([O:16][B:17](OC(C)C)[O:18]C(C)C)(C)C.Cl, predict the reaction product. The product is: [F:2][C:3]([F:12])([F:11])[C:4]1[CH:9]=[CH:8][C:7]([B:17]([OH:18])[OH:16])=[CH:6][CH:5]=1. (3) Given the reactants Cl[C:2]1[N:7]=[C:6]2[N:8]([CH2:11][C:12]3[CH:13]=[C:14]4[C:19](=[CH:20][CH:21]=3)[N:18]=[CH:17][CH:16]=[CH:15]4)[N:9]=[N:10][C:5]2=[C:4]([NH:22][C:23](=[O:25])[CH3:24])[CH:3]=1.[CH3:26][N:27]1[CH:31]=[C:30](B2OC(C)(C)C(C)(C)O2)[CH:29]=[N:28]1.C([O-])([O-])=O.[Na+].[Na+], predict the reaction product. The product is: [CH3:26][N:27]1[CH:31]=[C:30]([C:2]2[N:7]=[C:6]3[N:8]([CH2:11][C:12]4[CH:13]=[C:14]5[C:19](=[CH:20][CH:21]=4)[N:18]=[CH:17][CH:16]=[CH:15]5)[N:9]=[N:10][C:5]3=[C:4]([NH:22][C:23](=[O:25])[CH3:24])[CH:3]=2)[CH:29]=[N:28]1. (4) Given the reactants [C:1]([O:5][C:6](=[O:21])[NH:7][CH2:8][CH:9]1[C:18]2[C:13](=[CH:14][C:15]([OH:19])=[CH:16][CH:17]=2)[NH:12][C:11](=[O:20])[CH2:10]1)([CH3:4])([CH3:3])[CH3:2].[Br:22][CH2:23][CH2:24][CH2:25][CH2:26]Br.C([O-])([O-])=O.[K+].[K+], predict the reaction product. The product is: [C:1]([O:5][C:6](=[O:21])[NH:7][CH2:8][CH:9]1[C:18]2[C:13](=[CH:14][C:15]([O:19][CH2:26][CH2:25][CH2:24][CH2:23][Br:22])=[CH:16][CH:17]=2)[NH:12][C:11](=[O:20])[CH2:10]1)([CH3:4])([CH3:2])[CH3:3].